This data is from Reaction yield outcomes from USPTO patents with 853,638 reactions. The task is: Predict the reaction yield, written as a fraction of the theoretical maximum amount of product (1.0 means a 100% yield; for example, 0.34 means a 34% yield). (1) The reactants are Cl[C:2]1[N:10]=[C:9]2[C:5]([N:6]=[CH:7][N:8]2[CH3:11])=[C:4]([N:12]2[CH2:17][CH2:16][O:15][CH2:14][CH2:13]2)[N:3]=1.[CH2:18]([C:20]1[NH:21][C:22]2[CH:28]=[CH:27][CH:26]=[CH:25][C:23]=2[N:24]=1)[CH3:19].CC(C1C=C(C(C)C)C(C2C=CC=CC=2P(C2CCCCC2)C2CCCCC2)=C(C(C)C)C=1)C.C([O-])([O-])=O.[Cs+].[Cs+]. The catalyst is O1CCOCC1.C1C=CC(/C=C/C(/C=C/C2C=CC=CC=2)=O)=CC=1.C1C=CC(/C=C/C(/C=C/C2C=CC=CC=2)=O)=CC=1.C1C=CC(/C=C/C(/C=C/C2C=CC=CC=2)=O)=CC=1.[Pd].[Pd]. The product is [CH2:18]([C:20]1[N:21]([C:2]2[N:10]=[C:9]3[C:5]([N:6]=[CH:7][N:8]3[CH3:11])=[C:4]([N:12]3[CH2:17][CH2:16][O:15][CH2:14][CH2:13]3)[N:3]=2)[C:22]2[CH:28]=[CH:27][CH:26]=[CH:25][C:23]=2[N:24]=1)[CH3:19]. The yield is 0.960. (2) The reactants are CO[CH2:3][N:4]([CH2:10][C:11]1[CH:16]=[CH:15][CH:14]=[CH:13][CH:12]=1)[CH2:5][Si](C)(C)C.[Cl:17][C:18]1[CH:19]=[C:20](/[CH:25]=[CH:26]/[C:27](=[O:29])[CH3:28])[CH:21]=[CH:22][C:23]=1[Cl:24].FC(F)(F)C(O)=O. The catalyst is C(Cl)Cl. The product is [CH2:10]([N:4]1[CH2:3][CH:25]([C:20]2[CH:21]=[CH:22][C:23]([Cl:24])=[C:18]([Cl:17])[CH:19]=2)[CH:26]([C:27](=[O:29])[CH3:28])[CH2:5]1)[C:11]1[CH:12]=[CH:13][CH:14]=[CH:15][CH:16]=1. The yield is 0.880. (3) The reactants are C(OC([NH:8][CH2:9][C:10](O)=[O:11])=O)(C)(C)C.CN1CCOCC1.[Cl:20]C(OCC(C)C)=O.[NH:28]1[CH2:32][CH2:31][CH2:30][CH2:29]1. The catalyst is O1CCCC1. The product is [ClH:20].[NH2:8][CH2:9][C:10]([N:28]1[CH2:32][CH2:31][CH2:30][CH2:29]1)=[O:11]. The yield is 0.840.